From a dataset of Peptide-MHC class II binding affinity with 134,281 pairs from IEDB. Regression. Given a peptide amino acid sequence and an MHC pseudo amino acid sequence, predict their binding affinity value. This is MHC class II binding data. (1) The peptide sequence is EAGAPGLVGPRGERGFPGE. The MHC is HLA-DQA10302-DQB10401 with pseudo-sequence HLA-DQA10303-DQB10402. The binding affinity (normalized) is 0. (2) The peptide sequence is SADEVQRMMAEIDTD. The MHC is HLA-DQA10102-DQB10502 with pseudo-sequence HLA-DQA10102-DQB10502. The binding affinity (normalized) is 0.762. (3) The peptide sequence is RGLLRRARGGPHHRR. The MHC is DRB5_0101 with pseudo-sequence DRB5_0101. The binding affinity (normalized) is 0.540. (4) The peptide sequence is GELQIVDKKDAAFKI. The MHC is DRB1_1501 with pseudo-sequence DRB1_1501. The binding affinity (normalized) is 0.244. (5) The peptide sequence is THSWEYWGAQLNAMK. The MHC is HLA-DQA10501-DQB10301 with pseudo-sequence HLA-DQA10501-DQB10301. The binding affinity (normalized) is 0.540. (6) The peptide sequence is ERLSTYKVELSGDVI. The MHC is DRB1_0101 with pseudo-sequence DRB1_0101. The binding affinity (normalized) is 0.558.